This data is from Catalyst prediction with 721,799 reactions and 888 catalyst types from USPTO. The task is: Predict which catalyst facilitates the given reaction. Reactant: [NH2:1][C:2]1[CH:7]=[C:6]([Cl:8])[CH:5]=[CH:4][C:3]=1[S:9][CH2:10][CH2:11][C:12]([N:14]([CH2:17][CH3:18])[CH2:15][CH3:16])=[O:13].[Cl:19][C:20]1[CH:25]=[CH:24][C:23]([S:26](Cl)(=[O:28])=[O:27])=[CH:22][C:21]=1[C:30]([F:33])([F:32])[F:31]. Product: [Cl:8][C:6]1[CH:5]=[CH:4][C:3]([S:9][CH2:10][CH2:11][C:12]([N:14]([CH2:15][CH3:16])[CH2:17][CH3:18])=[O:13])=[C:2]([NH:1][S:26]([C:23]2[CH:24]=[CH:25][C:20]([Cl:19])=[C:21]([C:30]([F:33])([F:31])[F:32])[CH:22]=2)(=[O:28])=[O:27])[CH:7]=1. The catalyst class is: 17.